From a dataset of Catalyst prediction with 721,799 reactions and 888 catalyst types from USPTO. Predict which catalyst facilitates the given reaction. (1) Reactant: [CH2:1]([C:3]1[CH:8]=[C:7]([C:9]2[CH:10]=[N:11][N:12](CC3C=CC(OC)=CC=3)[CH:13]=2)[CH:6]=[CH:5][C:4]=1[N:23]([CH3:34])[C:24]1[N:29]=[CH:28][C:27]2[N:30]=[CH:31][N:32]([CH3:33])[C:26]=2[CH:25]=1)[CH3:2]. Product: [CH2:1]([C:3]1[CH:8]=[C:7]([C:9]2[CH:13]=[N:12][NH:11][CH:10]=2)[CH:6]=[CH:5][C:4]=1[N:23]([CH3:34])[C:24]1[N:29]=[CH:28][C:27]2[N:30]=[CH:31][N:32]([CH3:33])[C:26]=2[CH:25]=1)[CH3:2]. The catalyst class is: 55. (2) Reactant: [NH2:1][C:2]1[C:7]([CH3:8])=[CH:6][CH:5]=[CH:4][N:3]=1.[Cl:9][C:10]1[S:11][C:12]([CH2:15]Cl)=[CH:13][N:14]=1.C(=O)(O)[O-].[Na+]. Product: [Cl:9][C:10]1[S:11][C:12]([CH2:15][NH:1][C:2]2[C:7]([CH3:8])=[CH:6][CH:5]=[CH:4][N:3]=2)=[CH:13][N:14]=1. The catalyst class is: 60. (3) The catalyst class is: 1. Reactant: [N+](C1C=CC([N:10]([C:14]2[C:19]([F:20])=[C:18]([O:21][CH2:22][C:23]([F:26])([F:25])[F:24])[CH:17]=[C:16]([O:27][CH2:28][C:29]([F:32])([F:31])[F:30])[N:15]=2)[C:11](=O)[O-:12])=CC=1)([O-])=O.[CH3:33][NH:34][C:35]1[CH:40]=[CH:39][C:38]([Br:41])=[CH:37][CH:36]=1.C(O)(=O)C. Product: [F:20][C:19]1[C:14]([NH:10][C:11](=[O:12])[N:34]([CH3:33])[C:35]2[CH:40]=[CH:39][C:38]([Br:41])=[CH:37][CH:36]=2)=[N:15][C:16]([O:27][CH2:28][C:29]([F:30])([F:32])[F:31])=[CH:17][C:18]=1[O:21][CH2:22][C:23]([F:25])([F:24])[F:26]. (4) Reactant: [CH:1]([N:4]1[CH2:9][CH2:8][NH:7][CH2:6][CH2:5]1)([CH3:3])[CH3:2].Br[C:11]1[S:12][C:13]([Br:16])=[CH:14][N:15]=1.CCN(C(C)C)C(C)C. Product: [Br:16][C:13]1[S:12][C:11]([N:7]2[CH2:8][CH2:9][N:4]([CH:1]([CH3:3])[CH3:2])[CH2:5][CH2:6]2)=[N:15][CH:14]=1. The catalyst class is: 12. (5) The catalyst class is: 1. Reactant: [Cl:1][C:2]1[CH:3]=[C:4]([NH:9][C:10]2[C:19]3[C:14](=[CH:15][N:16]=[C:17](F)[CH:18]=3)[N:13]=[CH:12][C:11]=2[C:21]#[N:22])[CH:5]=[CH:6][C:7]=1[F:8].[NH2:23][CH2:24][C@H:25]([OH:27])[CH3:26]. Product: [Cl:1][C:2]1[CH:3]=[C:4]([NH:9][C:10]2[C:19]3[C:14](=[CH:15][N:16]=[C:17]([NH:23][CH2:24][C@H:25]([OH:27])[CH3:26])[CH:18]=3)[N:13]=[CH:12][C:11]=2[C:21]#[N:22])[CH:5]=[CH:6][C:7]=1[F:8]. (6) Reactant: [NH2:1][C:2]1[C:3]([C:23]#[N:24])=[C:4]([CH:20]=[CH:21][CH:22]=1)[O:5][CH2:6][CH:7]1[CH2:12][CH2:11][N:10](C(OC(C)(C)C)=O)[CH2:9][CH2:8]1.Cl. Product: [NH2:1][C:2]1[CH:22]=[CH:21][CH:20]=[C:4]([O:5][CH2:6][CH:7]2[CH2:12][CH2:11][NH:10][CH2:9][CH2:8]2)[C:3]=1[C:23]#[N:24]. The catalyst class is: 25. (7) Reactant: [Br:1][C:2]1[CH:3]=[CH:4][C:5]2[N:6]([CH:8]=[CH:9][N:10]=2)[N:7]=1.[I:11]N1C(=O)CCC1=O. Product: [Br:1][C:2]1[CH:3]=[CH:4][C:5]2[N:6]([C:8]([I:11])=[CH:9][N:10]=2)[N:7]=1. The catalyst class is: 5. (8) The catalyst class is: 97. Reactant: [Br:1][C:2]1[CH:16]=[CH:15][C:5]2[N:6]=[C:7]([NH:9][C:10]([NH:12][CH2:13][CH3:14])=[O:11])[S:8][C:4]=2[CH:3]=1.CN.C=O.[CH3:21][N:22]1[CH2:27]COC[CH2:23]1. Product: [Br:1][C:2]1[CH:16]=[CH:15][C:5]2[N:6]=[C:7]([N:9]3[CH2:23][N:22]([CH3:27])[CH2:21][N:12]([CH2:13][CH3:14])[C:10]3=[O:11])[S:8][C:4]=2[CH:3]=1. (9) Reactant: N#N.[N+:3]([C:6]1[CH:10]=[N:9][N:8]([CH2:11][C:12]2[O:13][CH:14]=[C:15]([C:17](=[O:19])[CH3:18])[N:16]=2)[N:7]=1)([O-])=O.[NH4+].[Cl-]. Product: [NH2:3][C:6]1[CH:10]=[N:9][N:8]([CH2:11][C:12]2[O:13][CH:14]=[C:15]([C:17](=[O:19])[CH3:18])[N:16]=2)[N:7]=1. The catalyst class is: 314. (10) Reactant: [NH2:1][S:2]([C:5]1[S:9][C:8](=[C:10]([C:16]([O:18][CH2:19][CH3:20])=[O:17])[C:11]([O:13]CC)=O)[NH:7][C:6]=1[CH3:21])(=[O:4])=[O:3].[N:22]1[CH:27]=[CH:26][CH:25]=[CH:24][C:23]=1[C:28]1[CH:34]=[CH:33][C:31]([NH2:32])=[CH:30][CH:29]=1. Product: [NH2:1][S:2]([C:5]1[S:9][C:8](=[C:10]([C:11](=[O:13])[NH:32][C:31]2[CH:30]=[CH:29][C:28]([C:23]3[CH:24]=[CH:25][CH:26]=[CH:27][N:22]=3)=[CH:34][CH:33]=2)[C:16]([O:18][CH2:19][CH3:20])=[O:17])[NH:7][C:6]=1[CH3:21])(=[O:3])=[O:4]. The catalyst class is: 113.